This data is from Catalyst prediction with 721,799 reactions and 888 catalyst types from USPTO. The task is: Predict which catalyst facilitates the given reaction. (1) Reactant: [NH2:1][C@@H:2]([CH2:8][CH2:9][CH3:10])[C:3]([O:5][CH2:6][CH3:7])=[O:4].C(N(CC)CC)C.C(#N)C.Br[C@H:22]([CH3:37])[C:23]([N:25]1[C@@H:33]2[C@@H:28]([CH2:29][CH2:30][CH2:31][CH2:32]2)[CH2:27][C@H:26]1[C:34]([OH:36])=[O:35])=[O:24]. Product: [CH2:6]([O:5][C:3]([C@@H:2]([NH:1][C@@H:22]([CH3:37])[C:23]([N:25]1[C@@H:33]2[C@@H:28]([CH2:29][CH2:30][CH2:31][CH2:32]2)[CH2:27][C@H:26]1[C:34]([OH:36])=[O:35])=[O:24])[CH2:8][CH2:9][CH3:10])=[O:4])[CH3:7]. The catalyst class is: 4. (2) Reactant: Cl.Cl[CH2:3][C:4]1[N:16]=[C:15]2[N:6]([C:7]([NH2:22])=[N:8][C:9]3[C:14]2=[CH:13][CH:12]=[C:11]2[O:17][C:18]([F:21])([F:20])[O:19][C:10]=32)[N:5]=1.Cl.[F:24][C:25]1[CH:30]=[CH:29][C:28]([N:31]2[CH2:38][C:35]3([CH2:37][CH2:36]3)[NH:34][CH2:33][CH2:32]2)=[CH:27][CH:26]=1.C(N(CC)C(C)C)(C)C.[I-].[K+].C(=O)([O-])O.[Na+]. Product: [F:20][C:18]1([F:21])[O:17][C:11]2=[CH:12][CH:13]=[C:14]3[C:9]([N:8]=[C:7]([NH2:22])[N:6]4[N:5]=[C:4]([CH2:3][N:34]5[CH2:33][CH2:32][N:31]([C:28]6[CH:29]=[CH:30][C:25]([F:24])=[CH:26][CH:27]=6)[CH2:38][C:35]65[CH2:37][CH2:36]6)[N:16]=[C:15]34)=[C:10]2[O:19]1. The catalyst class is: 9. (3) Reactant: F[C:2]1[CH:11]=[CH:10][C:5]([C:6]([O:8]C)=[O:7])=[CH:4][C:3]=1[O:12][CH3:13].[Br:14][C:15]1[N:16]=[CH:17][NH:18][CH:19]=1.C(=O)([O-])[O-].[K+].[K+].C(OCC)(=O)C. Product: [Br:14][C:15]1[N:16]=[CH:17][N:18]([C:2]2[CH:11]=[CH:10][C:5]([C:6]([OH:8])=[O:7])=[CH:4][C:3]=2[O:12][CH3:13])[CH:19]=1. The catalyst class is: 18. (4) Product: [Cl:1][C:2]1[CH:3]=[C:4]([C:12]2[N:13]=[CH:14][C:15]([C:18]3[C:19]([CH2:33][CH3:34])=[C:20]([CH2:24][CH2:25][N:26]([CH3:32])[CH2:27][C:28]([OH:30])=[O:29])[CH:21]=[CH:22][CH:23]=3)=[CH:16][N:17]=2)[CH:5]=[CH:6][C:7]=1[O:8][CH:9]([CH3:11])[CH3:10]. Reactant: [Cl:1][C:2]1[CH:3]=[C:4]([C:12]2[N:17]=[CH:16][C:15]([C:18]3[C:19]([CH2:33][CH3:34])=[C:20]([CH2:24][CH2:25][N:26]([CH3:32])[CH2:27][C:28]([O:30]C)=[O:29])[CH:21]=[CH:22][CH:23]=3)=[CH:14][N:13]=2)[CH:5]=[CH:6][C:7]=1[O:8][CH:9]([CH3:11])[CH3:10].[OH-].[Na+]. The catalyst class is: 252. (5) Reactant: [Br:1][C:2]1[CH:17]=[CH:16][CH:15]=[CH:14][C:3]=1[O:4][C:5]1[N:10]=[CH:9][C:8]([N+:11]([O-])=O)=[CH:7][N:6]=1.CN(C=O)C.[Sn](Cl)Cl.O.[OH-].[Na+]. Product: [Br:1][C:2]1[CH:17]=[CH:16][CH:15]=[CH:14][C:3]=1[O:4][C:5]1[N:6]=[CH:7][C:8]([NH2:11])=[CH:9][N:10]=1. The catalyst class is: 25.